This data is from Catalyst prediction with 721,799 reactions and 888 catalyst types from USPTO. The task is: Predict which catalyst facilitates the given reaction. (1) Reactant: [Br:1][C:2]1[CH:3]=[CH:4][C:5]2[N:10]([CH2:11][C:12]3[CH:17]=[CH:16][C:15]([O:18][CH3:19])=[CH:14][CH:13]=3)[C:9](=[O:20])[O:8][C:7]([C:23]([F:26])([F:25])[F:24])([CH:21]=C)[C:6]=2[CH:27]=1.[O:28]=[O+][O-].[BH4-].[Na+].CC(C)=O. Product: [Br:1][C:2]1[CH:3]=[CH:4][C:5]2[N:10]([CH2:11][C:12]3[CH:17]=[CH:16][C:15]([O:18][CH3:19])=[CH:14][CH:13]=3)[C:9](=[O:20])[O:8][C:7]([CH2:21][OH:28])([C:23]([F:26])([F:24])[F:25])[C:6]=2[CH:27]=1. The catalyst class is: 98. (2) Reactant: [OH:1][C:2]([C:4]([F:7])([F:6])[F:5])=[O:3].[F:8][C:9]1[CH:35]=[C:34]([F:36])[CH:33]=[CH:32][C:10]=1[O:11][CH:12]1[CH2:17][CH2:16][N:15]([C:18]2[N:23]=[C:22]3[CH2:24][NH:25][CH2:26][CH2:27][C:21]3=[N:20][C:19]=2[NH:28][CH:29]([CH3:31])[CH3:30])[CH2:14][CH2:13]1.C(N(CC)CC)C.[C:44](Cl)(=[O:47])[O:45][CH3:46]. Product: [F:8][C:9]1[CH:35]=[C:34]([F:36])[CH:33]=[CH:32][C:10]=1[O:11][CH:12]1[CH2:13][CH2:14][N:15]([C:18]2[N:23]=[C:22]3[CH2:24][N:25]([C:44]([O:45][CH3:46])=[O:47])[CH2:26][CH2:27][C:21]3=[N:20][C:19]=2[NH:28][CH:29]([CH3:31])[CH3:30])[CH2:16][CH2:17]1.[C:2]([OH:3])([C:4]([F:7])([F:6])[F:5])=[O:1]. The catalyst class is: 2. (3) Reactant: C[O:2][C:3]1[CH:4]=[C:5]([NH:14][C:15](=[O:25])[C:16]2[CH:21]=[CH:20][C:19]3[O:22]C[O:24][C:18]=3[CH:17]=2)[CH:6]=[CH:7][C:8]=1[NH:9][S:10]([CH3:13])(=[O:12])=[O:11].B(Br)(Br)Br. Product: [OH:2][C:3]1[CH:4]=[C:5]([NH:14][C:15](=[O:25])[C:16]2[CH:21]=[CH:20][C:19]([OH:22])=[C:18]([OH:24])[CH:17]=2)[CH:6]=[CH:7][C:8]=1[NH:9][S:10]([CH3:13])(=[O:12])=[O:11]. The catalyst class is: 5. (4) Reactant: C(N1C=CN=C1)(N1C=CN=C1)=O.[Cl:13][C:14]1[CH:19]=[CH:18][CH:17]=[CH:16][C:15]=1[C:20]1[CH:28]=[N:27][CH:26]=[C:25]([NH:29][C:30]2[CH:35]=[CH:34][C:33]([I:36])=[CH:32][C:31]=2[F:37])[C:21]=1[C:22]([OH:24])=O.O.[NH2:39][NH2:40]. Product: [Cl:13][C:14]1[CH:19]=[CH:18][CH:17]=[CH:16][C:15]=1[C:20]1[CH:28]=[N:27][CH:26]=[C:25]([NH:29][C:30]2[CH:35]=[CH:34][C:33]([I:36])=[CH:32][C:31]=2[F:37])[C:21]=1[C:22]([NH:39][NH2:40])=[O:24]. The catalyst class is: 16. (5) Reactant: [CH3:1][C:2]([CH3:21])([CH3:20])[C:3]([C:5]1[N:9]([CH2:10][C:11]([OH:13])=O)[C:8]2[CH:14]=[C:15]([O:18][CH3:19])[CH:16]=[CH:17][C:7]=2[N:6]=1)=[O:4].C1C=CC2N(O)N=NC=2C=1.[CH2:32]([NH:34][CH:35]1[CH2:40][CH2:39][CH2:38][CH2:37][CH2:36]1)[CH3:33].CCN(C(C)C)C(C)C. Product: [CH:35]1([N:34]([CH2:32][CH3:33])[C:11](=[O:13])[CH2:10][N:9]2[C:8]3[CH:14]=[C:15]([O:18][CH3:19])[CH:16]=[CH:17][C:7]=3[N:6]=[C:5]2[C:3](=[O:4])[C:2]([CH3:1])([CH3:21])[CH3:20])[CH2:40][CH2:39][CH2:38][CH2:37][CH2:36]1. The catalyst class is: 607. (6) Reactant: N12CCCN=C1CCCCC2.[Br:12][C:13]1[CH:14]=[CH:15][C:16]([F:34])=[C:17]([C@:19]2([CH3:33])[CH2:23]OS(=O)(=O)[N:20]2[C:26]([O:28][C:29]([CH3:32])([CH3:31])[CH3:30])=[O:27])[CH:18]=1.[Cl:35][C:36]1[N:37]=[C:38]([C:41]#[N:42])[NH:39][CH:40]=1. Product: [Br:12][C:13]1[CH:14]=[CH:15][C:16]([F:34])=[C:17]([C@:19]([NH:20][C:26](=[O:27])[O:28][C:29]([CH3:32])([CH3:31])[CH3:30])([CH3:33])[CH2:23][N:39]2[CH:40]=[C:36]([Cl:35])[N:37]=[C:38]2[C:41]#[N:42])[CH:18]=1. The catalyst class is: 291. (7) Reactant: [CH2:1]([O:5][CH2:6][CH2:7][O:8][C:9]1[CH:14]=[CH:13][C:12]([C:15]2[CH:20]=[CH:19][C:18]([N:21]([CH3:29])[CH2:22][C:23]3[CH:24]=[N:25][N:26]([CH3:28])[CH:27]=3)=[C:17](/[CH:30]=[CH:31]/[C:32]([O:34]CC)=[O:33])[CH:16]=2)=[CH:11][CH:10]=1)[CH2:2][CH2:3][CH3:4].[OH-].[Na+].O.Cl. Product: [CH2:1]([O:5][CH2:6][CH2:7][O:8][C:9]1[CH:14]=[CH:13][C:12]([C:15]2[CH:20]=[CH:19][C:18]([N:21]([CH3:29])[CH2:22][C:23]3[CH:24]=[N:25][N:26]([CH3:28])[CH:27]=3)=[C:17](/[CH:30]=[CH:31]/[C:32]([OH:34])=[O:33])[CH:16]=2)=[CH:11][CH:10]=1)[CH2:2][CH2:3][CH3:4]. The catalyst class is: 36. (8) Reactant: [F-].C([N+](CCCC)(CCCC)CCCC)CCC.[Si]([O:26][CH2:27][CH2:28][CH2:29][CH2:30][C:31]1[CH:32]=[CH:33][C:34](/[C:39](/[C:58]2[CH:63]=[CH:62][C:61]([C:64]([CH3:67])([CH3:66])[CH3:65])=[CH:60][CH:59]=2)=[CH:40]/[C@@H:41]2[N:45]([CH2:46][C:47]3[CH:52]=[CH:51][C:50]([O:53][CH3:54])=[CH:49][C:48]=3[O:55][CH3:56])[C:44](=[O:57])[CH2:43][CH2:42]2)=[N:35][C:36]=1[O:37][CH3:38])(C(C)(C)C)(C)C. Product: [C:64]([C:61]1[CH:62]=[CH:63][C:58](/[C:39](/[C:34]2[CH:33]=[CH:32][C:31]([CH2:30][CH2:29][CH2:28][CH2:27][OH:26])=[C:36]([O:37][CH3:38])[N:35]=2)=[CH:40]\[C@@H:41]2[N:45]([CH2:46][C:47]3[CH:52]=[CH:51][C:50]([O:53][CH3:54])=[CH:49][C:48]=3[O:55][CH3:56])[C:44](=[O:57])[CH2:43][CH2:42]2)=[CH:59][CH:60]=1)([CH3:67])([CH3:65])[CH3:66]. The catalyst class is: 7. (9) Reactant: [NH2:1][C:2]1[C:7]([N+:8]([O-])=O)=[CH:6][CH:5]=[CH:4][N:3]=1.[CH2:11]([O:18][C:19]1[CH:26]=[CH:25][C:22]([CH:23]=O)=[CH:21][CH:20]=1)[C:12]1[CH:17]=[CH:16][CH:15]=[CH:14][CH:13]=1.[O-]S(S([O-])=O)=O.[Na+].[Na+].[NH4+].[OH-]. Product: [CH2:11]([O:18][C:19]1[CH:20]=[CH:21][C:22]([C:23]2[NH:8][C:7]3[C:2]([N:1]=2)=[N:3][CH:4]=[CH:5][CH:6]=3)=[CH:25][CH:26]=1)[C:12]1[CH:13]=[CH:14][CH:15]=[CH:16][CH:17]=1. The catalyst class is: 16. (10) Reactant: [NH:1]1[CH2:6][CH2:5][CH:4]([NH:7][C:8]2[O:9][C:10]3[CH:16]=[CH:15][C:14]([O:17][CH2:18][C:19]([NH2:21])=[O:20])=[CH:13][C:11]=3[N:12]=2)[CH2:3][CH2:2]1.[CH2:22]([O:24][C:25]1[CH:26]=[C:27]([CH:30]=[C:31]([O:34][CH2:35][CH3:36])[C:32]=1[F:33])[CH:28]=O)[CH3:23].C([BH3-])#N.[Na+].C(N(C(C)C)C(C)C)C. Product: [CH2:22]([O:24][C:25]1[CH:26]=[C:27]([CH:30]=[C:31]([O:34][CH2:35][CH3:36])[C:32]=1[F:33])[CH2:28][N:1]1[CH2:6][CH2:5][CH:4]([NH:7][C:8]2[O:9][C:10]3[CH:16]=[CH:15][C:14]([O:17][CH2:18][C:19]([NH2:21])=[O:20])=[CH:13][C:11]=3[N:12]=2)[CH2:3][CH2:2]1)[CH3:23]. The catalyst class is: 212.